Dataset: Forward reaction prediction with 1.9M reactions from USPTO patents (1976-2016). Task: Predict the product of the given reaction. (1) Given the reactants [OH:1][C:2]1[CH:7]=[C:6]([CH3:8])[O:5][C:4](=[O:9])[C:3]=1[C:10](=[O:16])[CH:11]=[CH:12][CH:13]([CH3:15])[CH3:14].[H][H].CCCCCC.C(OCC)(=O)C, predict the reaction product. The product is: [OH:1][C:2]1[CH:7]=[C:6]([CH3:8])[O:5][C:4](=[O:9])[C:3]=1[C:10](=[O:16])[CH2:11][CH2:12][CH:13]([CH3:14])[CH3:15]. (2) Given the reactants [Cl:1][C:2]1[CH:3]=[C:4]([NH:9][C:10]2[C:19]3[C:14](=[CH:15][C:16](F)=[C:17]([N+:20]([O-:22])=[O:21])[CH:18]=3)[N:13]=[CH:12][C:11]=2[C:24]#[N:25])[CH:5]=[CH:6][C:7]=1[F:8].[OH:26][C:27]1[CH:32]=[CH:31][N:30]=[CH:29][CH:28]=1, predict the reaction product. The product is: [Cl:1][C:2]1[CH:3]=[C:4]([NH:9][C:10]2[C:19]3[C:14](=[CH:15][C:16]([O:26][C:27]4[CH:32]=[CH:31][N:30]=[CH:29][CH:28]=4)=[C:17]([N+:20]([O-:22])=[O:21])[CH:18]=3)[N:13]=[CH:12][C:11]=2[C:24]#[N:25])[CH:5]=[CH:6][C:7]=1[F:8]. (3) Given the reactants [F:1][CH:2]([F:10])[N:3]1[CH:7]=[C:6]([C:8]#[CH:9])[CH:5]=[N:4]1.[Br:11][C:12]1[CH:17]=[C:16]([NH:18][S:19]([CH3:22])(=[O:21])=[O:20])[C:15](I)=[CH:14][N:13]=1.C(N(CC)CC)C, predict the reaction product. The product is: [Br:11][C:12]1[N:13]=[CH:14][C:15]2[CH:9]=[C:8]([C:6]3[CH:5]=[N:4][N:3]([CH:2]([F:10])[F:1])[CH:7]=3)[N:18]([S:19]([CH3:22])(=[O:21])=[O:20])[C:16]=2[CH:17]=1.